Task: Predict the reaction yield, written as a fraction of the theoretical maximum amount of product (1.0 means a 100% yield; for example, 0.34 means a 34% yield).. Dataset: Reaction yield outcomes from USPTO patents with 853,638 reactions (1) The reactants are [OH:1][C:2]([CH3:22])([CH3:21])[CH2:3][C@@H:4]1[CH2:8][O:7][C@@:6]([C@@H:10]2[C@:18]3([CH3:19])[C@H:13]([C@@H:14]([OH:20])[CH2:15][CH2:16][CH2:17]3)[CH2:12][CH2:11]2)([CH3:9])[CH2:5]1.C1C=C[NH+]=CC=1.C1C=C[NH+]=CC=1.[O-][Cr](O[Cr]([O-])(=O)=O)(=O)=O. The catalyst is C(Cl)Cl. The product is [OH:1][C:2]([CH3:22])([CH3:21])[CH2:3][C@@H:4]1[CH2:8][O:7][C@@:6]([C@@H:10]2[C@:18]3([CH3:19])[C@H:13]([C:14](=[O:20])[CH2:15][CH2:16][CH2:17]3)[CH2:12][CH2:11]2)([CH3:9])[CH2:5]1. The yield is 0.980. (2) The reactants are CC1C=CC(S(O[CH2:12][C@H:13]2[CH:22]=[CH:21][C:20]3[C:15](=[C:16]([C:24]4[CH:29]=[CH:28][CH:27]=[CH:26][C:25]=4[O:30][CH3:31])[CH:17]=[C:18]([F:23])[CH:19]=3)[O:14]2)(=O)=O)=CC=1.[N-:32]=[N+:33]=[N-:34].[Na+]. The catalyst is CN(C=O)C. The product is [N:32]([CH2:12][C@H:13]1[CH2:22][CH2:21][C:20]2[C:15](=[C:16]([C:24]3[CH:29]=[CH:28][CH:27]=[CH:26][C:25]=3[O:30][CH3:31])[CH:17]=[C:18]([F:23])[CH:19]=2)[O:14]1)=[N+:33]=[N-:34]. The yield is 0.900. (3) The reactants are [C:1]([O:5][C:6](=[O:25])[N:7]([CH2:9][C:10]1[CH:14]=[C:13](Br)[N:12]([S:16]([C:19]2[CH:20]=[N:21][CH:22]=[CH:23][CH:24]=2)(=[O:18])=[O:17])[CH:11]=1)[CH3:8])([CH3:4])([CH3:3])[CH3:2].O.[F:27][C:28]1[CH:29]=[N:30][CH:31]=[CH:32][C:33]=1B(O)O.C(=O)([O-])O.[Na+].COCCOC. The catalyst is C1C=CC([P]([Pd]([P](C2C=CC=CC=2)(C2C=CC=CC=2)C2C=CC=CC=2)([P](C2C=CC=CC=2)(C2C=CC=CC=2)C2C=CC=CC=2)[P](C2C=CC=CC=2)(C2C=CC=CC=2)C2C=CC=CC=2)(C2C=CC=CC=2)C2C=CC=CC=2)=CC=1.O. The product is [C:1]([O:5][C:6](=[O:25])[N:7]([CH2:9][C:10]1[CH:14]=[C:13]([C:33]2[CH:32]=[CH:31][N:30]=[CH:29][C:28]=2[F:27])[N:12]([S:16]([C:19]2[CH:20]=[N:21][CH:22]=[CH:23][CH:24]=2)(=[O:18])=[O:17])[CH:11]=1)[CH3:8])([CH3:4])([CH3:3])[CH3:2]. The yield is 0.270. (4) The reactants are B(Br)(Br)Br.C[O:6][C:7]1[CH:12]=[CH:11][C:10]([C:13]2[N:14]=[CH:15][N:16]([C:18]([N:20]([CH3:31])[CH:21]3[CH2:26][CH2:25][N:24]([C:27](=[O:30])[CH2:28][CH3:29])[CH2:23][CH2:22]3)=[O:19])[CH:17]=2)=[CH:9][C:8]=1[CH3:32].O. The catalyst is C(Cl)Cl.C(Cl)Cl.CC(O)C. The product is [OH:6][C:7]1[CH:12]=[CH:11][C:10]([C:13]2[N:14]=[CH:15][N:16]([C:18]([N:20]([CH3:31])[CH:21]3[CH2:26][CH2:25][N:24]([C:27](=[O:30])[CH2:28][CH3:29])[CH2:23][CH2:22]3)=[O:19])[CH:17]=2)=[CH:9][C:8]=1[CH3:32]. The yield is 0.450. (5) The reactants are [C:1]1([C:7]#[C:8][C:9]2[CH:14]=[CH:13][CH:12]=[CH:11][CH:10]=2)[CH:6]=[CH:5][CH:4]=[CH:3][CH:2]=1.O. The catalyst is C(OCC)(=O)C. The product is [C:1]1([CH2:7][CH2:8][C:9]2[CH:10]=[CH:11][CH:12]=[CH:13][CH:14]=2)[CH:6]=[CH:5][CH:4]=[CH:3][CH:2]=1. The yield is 0.980. (6) The reactants are Cl[C:2]1[N:7]=[C:6]([NH:8][CH2:9][C:10]2[CH:15]=[CH:14][C:13]([F:16])=[CH:12][CH:11]=2)[CH:5]=[N:4][CH:3]=1.[N:17]1[C:21]2[CH:22]=[CH:23][CH:24]=[CH:25][C:20]=2[NH:19][CH:18]=1. No catalyst specified. The product is [N:17]1([C:2]2[N:7]=[C:6]([NH:8][CH2:9][C:10]3[CH:15]=[CH:14][C:13]([F:16])=[CH:12][CH:11]=3)[CH:5]=[N:4][CH:3]=2)[C:21]2[CH:22]=[CH:23][CH:24]=[CH:25][C:20]=2[N:19]=[CH:18]1. The yield is 0.530. (7) The reactants are [O:1]=[C:2]1[CH2:10][C:9]2[C:4](=[CH:5][CH:6]=[C:7]([C:11]#[N:12])[CH:8]=2)[NH:3]1.[Si:13]([O:20][CH:21]1[CH2:30][CH2:29][CH2:28][C:27]2[N:26]=[C:25](Cl)[CH:24]=[CH:23][C:22]1=2)([C:16]([CH3:19])([CH3:18])[CH3:17])([CH3:15])[CH3:14].C([O-])([O-])=O.[K+].[K+].CC(C1C=C(C(C)C)C(C2C=CC=CC=2P(C2CCCCC2)C2CCCCC2)=C(C(C)C)C=1)C. The catalyst is C1COCC1.C1C=CC(/C=C/C(/C=C/C2C=CC=CC=2)=O)=CC=1.C1C=CC(/C=C/C(/C=C/C2C=CC=CC=2)=O)=CC=1.C1C=CC(/C=C/C(/C=C/C2C=CC=CC=2)=O)=CC=1.[Pd].[Pd]. The product is [Si:13]([O:20][CH:21]1[CH2:30][CH2:29][CH2:28][C:27]2[N:26]=[C:25]([CH:10]3[C:9]4[C:4](=[CH:5][CH:6]=[C:7]([C:11]#[N:12])[CH:8]=4)[NH:3][C:2]3=[O:1])[CH:24]=[CH:23][C:22]1=2)([C:16]([CH3:19])([CH3:18])[CH3:17])([CH3:15])[CH3:14]. The yield is 0.400. (8) The product is [CH2:1]([O:3][C:4](=[O:12])[C:5]1[CH:10]=[C:9]([Cl:14])[CH:8]=[N:7][C:6]=1[NH2:11])[CH3:2]. The yield is 0.350. The reactants are [CH2:1]([O:3][C:4](=[O:12])[C:5]1[CH:10]=[CH:9][CH:8]=[N:7][C:6]=1[NH2:11])[CH3:2].Cl.[Cl:14]OC(C)(C)C. The catalyst is CO.